Dataset: Catalyst prediction with 721,799 reactions and 888 catalyst types from USPTO. Task: Predict which catalyst facilitates the given reaction. Reactant: [F:1][C:2]1[CH:7]=[C:6]([O:8][CH2:9][C:10]2[S:11][C:12]([CH2:17][OH:18])=[C:13]([O:15][CH3:16])[CH:14]=2)[CH:5]=[CH:4][C:3]=1[CH2:19][CH2:20][C:21]([O:23][CH2:24][CH3:25])=[O:22].CC(OI1(OC(C)=O)(OC(C)=O)OC(=O)C2C=CC=CC1=2)=O. Product: [F:1][C:2]1[CH:7]=[C:6]([O:8][CH2:9][C:10]2[S:11][C:12]([CH:17]=[O:18])=[C:13]([O:15][CH3:16])[CH:14]=2)[CH:5]=[CH:4][C:3]=1[CH2:19][CH2:20][C:21]([O:23][CH2:24][CH3:25])=[O:22]. The catalyst class is: 46.